The task is: Predict the reaction yield, written as a fraction of the theoretical maximum amount of product (1.0 means a 100% yield; for example, 0.34 means a 34% yield).. This data is from Reaction yield outcomes from USPTO patents with 853,638 reactions. The reactants are [CH3:1][C:2]1([CH3:22])[CH:6]([C:7]2[CH:12]=[CH:11][C:10]([CH3:13])=[CH:9][CH:8]=2)[C:5]2[C:14]([CH3:21])=[C:15]([NH2:20])[C:16]([CH3:19])=[C:17]([CH3:18])[C:4]=2[O:3]1.[CH3:23][O:24][C:25]1[CH:33]=[CH:32][C:28]([C:29](Cl)=[O:30])=[CH:27][CH:26]=1. The catalyst is C(OCC)(=O)C.CCCCCC. The product is [CH3:23][O:24][C:25]1[CH:33]=[CH:32][C:28]([C:29]([NH:20][C:15]2[C:16]([CH3:19])=[C:17]([CH3:18])[C:4]3[O:3][C:2]([CH3:22])([CH3:1])[CH:6]([C:7]4[CH:8]=[CH:9][C:10]([CH3:13])=[CH:11][CH:12]=4)[C:5]=3[C:14]=2[CH3:21])=[O:30])=[CH:27][CH:26]=1. The yield is 0.860.